Dataset: Full USPTO retrosynthesis dataset with 1.9M reactions from patents (1976-2016). Task: Predict the reactants needed to synthesize the given product. (1) Given the product [CH3:1][C:2]1[N:6]([CH:7]2[CH2:8][CH2:9][N:10]([CH2:13][C:14]3[CH:19]=[CH:18][C:17]([C:20]4[N:25]=[C:24]5[N:26]=[CH:38][NH:27][C:23]5=[CH:22][C:21]=4[C:28]4[CH:29]=[CH:30][CH:31]=[CH:32][CH:33]=4)=[CH:16][CH:15]=3)[CH2:11][CH2:12]2)[C:5]2[CH:34]=[CH:35][CH:36]=[CH:37][C:4]=2[N:3]=1, predict the reactants needed to synthesize it. The reactants are: [CH3:1][C:2]1[N:6]([CH:7]2[CH2:12][CH2:11][N:10]([CH2:13][C:14]3[CH:19]=[CH:18][C:17]([C:20]4[N:25]=[C:24]([NH2:26])[C:23]([NH2:27])=[CH:22][C:21]=4[C:28]4[CH:33]=[CH:32][CH:31]=[CH:30][CH:29]=4)=[CH:16][CH:15]=3)[CH2:9][CH2:8]2)[C:5]2[CH:34]=[CH:35][CH:36]=[CH:37][C:4]=2[N:3]=1.[CH3:38]OC(OC)OC. (2) Given the product [CH3:1][O:2][C:3](=[O:22])[CH:4]([P:16]([O:18][CH3:19])([O:20][CH3:21])=[O:17])[NH2:5], predict the reactants needed to synthesize it. The reactants are: [CH3:1][O:2][C:3](=[O:22])[CH:4]([P:16]([O:20][CH3:21])([O:18][CH3:19])=[O:17])[NH:5]C(OCC1C=CC=CC=1)=O. (3) Given the product [CH:10]1[C:11]2[C:2]3=[N:1][C:24]4[CH:29]=[CH:28][CH:27]=[CH:26][C:25]=4[N:3]3[CH:4]=[CH:5][C:6]=2[CH:7]=[CH:8][CH:9]=1, predict the reactants needed to synthesize it. The reactants are: [NH2:1][C:2]1[C:11]2[C:6](=[CH:7][CH:8]=[CH:9][CH:10]=2)[CH:5]=[CH:4][N:3]=1.C[Si]([N-][Si](C)(C)C)(C)C.[Li+].CC1(C)[C:29]2[C:24](=[C:25](P([C:24]3[CH:29]=[CH:28][CH:27]=[CH:26][CH:25]=3)[C:24]3[CH:29]=[CH:28][CH:27]=[CH:26][CH:25]=3)[CH:26]=[CH:27][CH:28]=2)O[C:25]2[C:26](P([C:24]3[CH:29]=[CH:28][CH:27]=[CH:26][CH:25]=3)[C:24]3[CH:29]=[CH:28][CH:27]=[CH:26][CH:25]=3)=[CH:27][CH:28]=[CH:29][C:24]1=2.C(N)CN.C(=O)([O-])[O-].[K+].[K+]. (4) The reactants are: [Br:1][C:2]1[CH:3]=[CH:4][C:5]([N+:27]([O-])=O)=[C:6]([CH:8]([C:19]2[CH:24]=[CH:23][N:22]=[C:21]([S:25][CH3:26])[N:20]=2)[C:9]([C:11]2[CH:18]=[CH:17][C:14]([C:15]#[N:16])=[CH:13][CH:12]=2)=O)[CH:7]=1. Given the product [Br:1][C:2]1[CH:7]=[C:6]2[C:5](=[CH:4][CH:3]=1)[NH:27][C:9]([C:11]1[CH:18]=[CH:17][C:14]([C:15]#[N:16])=[CH:13][CH:12]=1)=[C:8]2[C:19]1[CH:24]=[CH:23][N:22]=[C:21]([S:25][CH3:26])[N:20]=1, predict the reactants needed to synthesize it. (5) Given the product [N+:12]([C:10]1[CH:11]=[CH:6][CH:7]=[CH:8][C:9]=1[OH:15])([O-:14])=[O:13], predict the reactants needed to synthesize it. The reactants are: P([O-])([O-])([O-])=O.[CH:6]1[CH:11]=[C:10]([N+:12]([O-:14])=[O:13])[C:9]([O:15][C@@H]2O[C@H](CO)[C@H](O)[C@H](O)[C@H]2O)=[CH:8][CH:7]=1.C(=O)([O-])[O-].[Na+].[Na+].